This data is from Peptide-MHC class I binding affinity with 185,985 pairs from IEDB/IMGT. The task is: Regression. Given a peptide amino acid sequence and an MHC pseudo amino acid sequence, predict their binding affinity value. This is MHC class I binding data. (1) The peptide sequence is QVAGTGVQFY. The MHC is HLA-A68:01 with pseudo-sequence HLA-A68:01. The binding affinity (normalized) is 0.535. (2) The peptide sequence is ATFEAVLAK. The MHC is HLA-B27:05 with pseudo-sequence HLA-B27:05. The binding affinity (normalized) is 0.0847.